From a dataset of Forward reaction prediction with 1.9M reactions from USPTO patents (1976-2016). Predict the product of the given reaction. (1) Given the reactants Cl[C:2]1[N:10]=[CH:9][N:8]=[C:7]2[C:3]=1[N:4]=[CH:5][NH:6]2.[C:11]([O:15][C:16]([N:18]1[CH2:23][CH2:22][CH:21]([NH2:24])[CH2:20][CH2:19]1)=[O:17])([CH3:14])([CH3:13])[CH3:12].C(N(C(C)C)C(C)C)C, predict the reaction product. The product is: [C:11]([O:15][C:16]([N:18]1[CH2:23][CH2:22][CH:21]([NH:24][C:2]2[N:10]=[CH:9][N:8]=[C:7]3[C:3]=2[N:4]=[CH:5][NH:6]3)[CH2:20][CH2:19]1)=[O:17])([CH3:14])([CH3:12])[CH3:13]. (2) Given the reactants CON(C)[C:4]([C:6]1[S:7][C:8]([NH:11][C:12]2[CH:17]=[CH:16][C:15]([N:18]3[CH2:23][CH2:22][N:21]([CH3:24])[CH2:20][CH2:19]3)=[CH:14][C:13]=2[O:25][CH3:26])=[N:9][N:10]=1)=[O:5].CO[C:30]1[CH:35]=[C:34]([N:36]2CCN(C)CC2)[CH:33]=[CH:32][C:31]=1NC1N=C2N(C3CCCCO3)N=CC2=C(O[C:32]2[CH:33]=[C:34]([NH:36]C(=O)C=C)[CH:35]=[CH:30][CH:31]=2)N=1, predict the reaction product. The product is: [NH2:36][C:34]1[CH:33]=[C:32]([C:4]([C:6]2[S:7][C:8]([NH:11][C:12]3[CH:17]=[CH:16][C:15]([N:18]4[CH2:23][CH2:22][N:21]([CH3:24])[CH2:20][CH2:19]4)=[CH:14][C:13]=3[O:25][CH3:26])=[N:9][N:10]=2)=[O:5])[CH:31]=[CH:30][CH:35]=1. (3) Given the reactants [CH:1]([C:4]1[N:8]=[C:7]([N:9]2[CH2:14][CH2:13][CH:12]([C@H:15]3[CH2:17][C@H:16]3[CH2:18][CH2:19][OH:20])[CH2:11][CH2:10]2)[O:6][N:5]=1)([CH3:3])[CH3:2].[N+:21]([C:24]1[CH:29]=[CH:28][C:27](O)=[CH:26][CH:25]=1)([O-:23])=[O:22].C(=O)([O-])[O-].[Cs+].[Cs+].C(OCC)(=O)C, predict the reaction product. The product is: [CH:1]([C:4]1[N:8]=[C:7]([N:9]2[CH2:14][CH2:13][CH:12]([C@H:15]3[CH2:17][C@H:16]3[CH2:18][CH2:19][O:20][C:27]3[CH:28]=[CH:29][C:24]([N+:21]([O-:23])=[O:22])=[CH:25][CH:26]=3)[CH2:11][CH2:10]2)[O:6][N:5]=1)([CH3:3])[CH3:2]. (4) The product is: [Cl:1][C:2]1[CH:7]=[CH:6][C:5]([C:8]2[CH:12]=[C:11]([CH:13]3[O:34][CH2:24][CH:23]([CH2:26][CH2:27][C:28]4[CH:33]=[CH:32][CH:31]=[CH:30][CH:29]=4)[N:15]([C:16]([O:17][C:18]([CH3:21])([CH3:20])[CH3:19])=[O:22])[CH2:14]3)[N:10]([C:35]3[N:40]=[CH:39][CH:38]=[CH:37][N:36]=3)[N:9]=2)=[CH:4][CH:3]=1. Given the reactants [Cl:1][C:2]1[CH:7]=[CH:6][C:5]([C:8]2[CH:12]=[C:11]([CH:13]([OH:34])[CH2:14][N:15]([CH:23]([CH2:26][CH2:27][C:28]3[CH:33]=[CH:32][CH:31]=[CH:30][CH:29]=3)[CH2:24]O)[C:16](=[O:22])[O:17][C:18]([CH3:21])([CH3:20])[CH3:19])[N:10]([C:35]3[N:40]=[CH:39][CH:38]=[CH:37][N:36]=3)[N:9]=2)=[CH:4][CH:3]=1.C1(P(C2C=CC=CC=2)C2C=CC=CC=2)C=CC=CC=1.CCOC(/N=N/C(OCC)=O)=O, predict the reaction product. (5) The product is: [NH2:14][C:12]1[CH:13]=[C:8]([C:6]([NH:25][CH:26]([CH2:27][OH:28])[CH2:22][OH:23])=[O:7])[CH:9]=[C:10]([C:15]([NH:25][CH:26]([CH2:29][OH:30])[CH2:27][OH:28])=[O:17])[CH:11]=1. Given the reactants C(O[C:6]([C:8]1[CH:13]=[C:12]([NH2:14])[CH:11]=[C:10]([C:15]([O:17]CCCC)=O)[CH:9]=1)=[O:7])CCC.[CH3:22][O-:23].[Na+].[NH2:25][CH:26]([CH2:29][OH:30])[CH2:27][OH:28], predict the reaction product. (6) Given the reactants CSC[CH2:4][C:5]1[C:14]2[C:9](=[CH:10][CH:11]=[CH:12][CH:13]=2)[CH:8]=[C:7]([C:15]([OH:17])=[O:16])[N:6]=1.Cl.COC(=O)[C@H](CC1C=CC=CC=1)N, predict the reaction product. The product is: [CH3:4][C:5]1[C:14]2[C:9](=[CH:10][CH:11]=[CH:12][CH:13]=2)[CH:8]=[C:7]([C:15]([OH:17])=[O:16])[N:6]=1. (7) The product is: [Br:25][C:26]1[C:34]2[C:29](=[CH:30][CH:31]=[C:32]([C:35]([NH:57][C@@H:58]3[CH2:63][CH2:62][CH2:61][N:60]([C:64]([O:66][CH2:67][C:68]4[CH:73]=[CH:72][CH:71]=[CH:70][CH:69]=4)=[O:65])[CH2:59]3)=[O:36])[CH:33]=2)[N:28]([C:38]([C:45]2[CH:46]=[CH:47][CH:48]=[CH:49][CH:50]=2)([C:51]2[CH:52]=[CH:53][CH:54]=[CH:55][CH:56]=2)[C:39]2[CH:44]=[CH:43][CH:42]=[CH:41][CH:40]=2)[N:27]=1. Given the reactants F[P-](F)(F)(F)(F)F.N1(OC(N(C)C)=[N+](C)C)C2N=CC=CC=2N=N1.[Br:25][C:26]1[C:34]2[C:29](=[CH:30][CH:31]=[C:32]([C:35](O)=[O:36])[CH:33]=2)[N:28]([C:38]([C:51]2[CH:56]=[CH:55][CH:54]=[CH:53][CH:52]=2)([C:45]2[CH:50]=[CH:49][CH:48]=[CH:47][CH:46]=2)[C:39]2[CH:44]=[CH:43][CH:42]=[CH:41][CH:40]=2)[N:27]=1.[NH2:57][C@@H:58]1[CH2:63][CH2:62][CH2:61][N:60]([C:64]([O:66][CH2:67][C:68]2[CH:73]=[CH:72][CH:71]=[CH:70][CH:69]=2)=[O:65])[CH2:59]1.C(N(C(C)C)CC)(C)C, predict the reaction product. (8) The product is: [F:1][C:2]1[CH:3]=[C:4]([CH:22]=[CH:23][C:24]=1[F:25])[CH2:5][C@@H:6]1[CH2:11][C@H:10]([C:12]2[O:16][NH:15][C:14](=[O:17])[CH:13]=2)[CH2:9][CH2:8][NH:7]1. Given the reactants [F:1][C:2]1[CH:3]=[C:4]([CH:22]=[CH:23][C:24]=1[F:25])[CH2:5][C@@H:6]1[CH2:11][C@H:10]([C:12]2[O:16][NH:15][C:14](=[O:17])[CH:13]=2)[CH2:9][CH2:8][N:7]1C(OC)=O.Br, predict the reaction product. (9) The product is: [CH:20]1[C:21]2[C:16](=[CH:15][CH:14]=[CH:13][CH:12]=2)[CH:17]=[CH:18][C:19]=1[C:2]1[NH:10][C:5]2[C:4]([CH:3]=1)=[CH:9][CH:8]=[CH:7][CH:6]=2. Given the reactants Br[C:2](Br)=[CH:3][C:4]1[CH:9]=[CH:8][CH:7]=[CH:6][C:5]=1[NH2:10].[CH:12]1[C:21]2[C:16](=[CH:17][CH:18]=[CH:19][CH:20]=2)[CH:15]=[CH:14][C:13]=1B(O)O.[O-]P([O-])([O-])=O.[K+].[K+].[K+].O, predict the reaction product. (10) Given the reactants [C:1](Cl)([C:14]1[CH:19]=[CH:18][CH:17]=[CH:16][CH:15]=1)([C:8]1[CH:13]=[CH:12][CH:11]=[CH:10][CH:9]=1)[C:2]1[CH:7]=[CH:6][CH:5]=[CH:4][CH:3]=1.[CH2:21]([O:28][CH2:29][C@@H:30]([CH2:32][OH:33])[OH:31])[C:22]1[CH:27]=[CH:26][CH:25]=[CH:24][CH:23]=1.C(N(CC)C1C=CN=CC=1)C.CO, predict the reaction product. The product is: [CH2:21]([O:28][CH2:29][C@H:30]([CH2:32][O:33][C:1]([C:14]1[CH:19]=[CH:18][CH:17]=[CH:16][CH:15]=1)([C:8]1[CH:13]=[CH:12][CH:11]=[CH:10][CH:9]=1)[C:2]1[CH:7]=[CH:6][CH:5]=[CH:4][CH:3]=1)[OH:31])[C:22]1[CH:27]=[CH:26][CH:25]=[CH:24][CH:23]=1.